Dataset: HIV replication inhibition screening data with 41,000+ compounds from the AIDS Antiviral Screen. Task: Binary Classification. Given a drug SMILES string, predict its activity (active/inactive) in a high-throughput screening assay against a specified biological target. (1) The drug is Cc1cccc(C(C)C)c1N1C(=O)C(=O)C(c2nc3ccccc3o2)C(=O)C1=O. The result is 0 (inactive). (2) The molecule is CC1(C)CC(=O)c2c(nc3ccc4ccccc4c3c2-c2ccc(NC(=O)CCCCCCCCC(=O)Nc3ccc(-c4c5c(nc6ccc7ccccc7c46)CC(C)(C)CC5=O)cc3)cc2)C1. The result is 0 (inactive). (3) The molecule is O=[N+]([O-])c1ccccc1NC1CCN(CCCC2(c3ccc(F)cc3)OCCO2)CC1. The result is 0 (inactive). (4) The compound is CN(Cc1ccccc1)C1(N(C)Cc2ccccc2)CC1. The result is 0 (inactive). (5) The drug is Cc1cn(C(C)OCCN(O)C(=O)Oc2ccccc2)c(=O)[nH]c1=O. The result is 0 (inactive).